Task: Regression. Given a peptide amino acid sequence and an MHC pseudo amino acid sequence, predict their binding affinity value. This is MHC class II binding data.. Dataset: Peptide-MHC class II binding affinity with 134,281 pairs from IEDB (1) The peptide sequence is INAGFKAALAAAAGVPPADKY. The MHC is HLA-DQA10401-DQB10402 with pseudo-sequence HLA-DQA10401-DQB10402. The binding affinity (normalized) is 0.348. (2) The binding affinity (normalized) is 0. The peptide sequence is KKSGITEVDRTEAKEGL. The MHC is DRB1_0901 with pseudo-sequence DRB1_0901. (3) The MHC is DRB1_1201 with pseudo-sequence DRB1_1201. The peptide sequence is AINIFNVEKYGAVGD. The binding affinity (normalized) is 0.487.